Task: Predict which catalyst facilitates the given reaction.. Dataset: Catalyst prediction with 721,799 reactions and 888 catalyst types from USPTO (1) Reactant: [CH3:1][O:2][C:3]1[CH:4]=[C:5]2[C:10](=[CH:11][C:12]=1[O:13][CH3:14])[N:9]=[CH:8][CH:7]=[C:6]2[O:15][C:16]1[CH:22]=[CH:21][C:19]([NH2:20])=[C:18]([CH3:23])[C:17]=1[CH3:24].Cl[C:26](Cl)([O:28][C:29](=[O:35])OC(Cl)(Cl)Cl)Cl.[C:37]1([CH2:43][CH2:44]CO)[CH:42]=[CH:41][CH:40]=[CH:39][CH:38]=1.C(=O)(O)[O-].[Na+]. Product: [CH3:1][O:2][C:3]1[CH:4]=[C:5]2[C:10](=[CH:11][C:12]=1[O:13][CH3:14])[N:9]=[CH:8][CH:7]=[C:6]2[O:15][C:16]1[CH:22]=[CH:21][C:19]([NH:20][C:29](=[O:35])[O:28][CH2:26][CH2:44][CH2:43][C:37]2[CH:42]=[CH:41][CH:40]=[CH:39][CH:38]=2)=[C:18]([CH3:23])[C:17]=1[CH3:24]. The catalyst class is: 208. (2) Reactant: [F:1][CH2:2][C@H:3]1[CH2:8][CH2:7][C@H:6]([C:9](OC)=[O:10])[CH2:5][CH2:4]1.[H-].[H-].[H-].[H-].[Li+].[Al+3]. Product: [F:1][CH2:2][C@H:3]1[CH2:8][CH2:7][C@H:6]([CH2:9][OH:10])[CH2:5][CH2:4]1. The catalyst class is: 1. (3) Reactant: [O:1]=[C:2]1[NH:6][N:5]=[C:4]([C:7]2[N:8]=[C:9]([NH:17][C@H:18]3[CH2:22][CH2:21][N:20](C(OC(C)(C)C)=O)[CH2:19]3)[C:10]3[C:15]([CH:16]=2)=[CH:14][CH:13]=[CH:12][CH:11]=3)[NH:3]1.C(O)(C(F)(F)F)=O. Product: [NH:20]1[CH2:21][CH2:22][C@H:18]([NH:17][C:9]2[C:10]3[C:15](=[CH:14][CH:13]=[CH:12][CH:11]=3)[CH:16]=[C:7]([C:4]3[NH:3][C:2](=[O:1])[NH:6][N:5]=3)[N:8]=2)[CH2:19]1. The catalyst class is: 2.